Dataset: Forward reaction prediction with 1.9M reactions from USPTO patents (1976-2016). Task: Predict the product of the given reaction. (1) Given the reactants [CH3:1][N:2]([CH3:6])[C:3](Cl)=[O:4].[NH2:7][CH2:8][CH2:9][CH2:10][N:11]1[C:19]2[C:18]([CH3:20])=[C:17]([CH3:21])[N:16]=[C:15]([NH2:22])[C:14]=2[N:13]=[C:12]1[CH2:23][O:24][CH2:25][CH3:26], predict the reaction product. The product is: [NH2:22][C:15]1[C:14]2[N:13]=[C:12]([CH2:23][O:24][CH2:25][CH3:26])[N:11]([CH2:10][CH2:9][CH2:8][NH:7][C:3](=[O:4])[N:2]([CH3:6])[CH3:1])[C:19]=2[C:18]([CH3:20])=[C:17]([CH3:21])[N:16]=1. (2) Given the reactants [CH3:1][C:2]1[CH:3]=[CH:4][C:5]([NH2:8])=[CH:6][CH:7]=1.[CH3:9][C:10]1[C:11]([S:16](Cl)(=[O:18])=[O:17])=[N:12][CH:13]=[CH:14][CH:15]=1, predict the reaction product. The product is: [C:2]1([CH3:1])[CH:7]=[CH:6][C:5]([NH:8][S:16]([C:11]2[C:10]([CH3:9])=[CH:15][CH:14]=[CH:13][N:12]=2)(=[O:18])=[O:17])=[CH:4][CH:3]=1.